From a dataset of Catalyst prediction with 721,799 reactions and 888 catalyst types from USPTO. Predict which catalyst facilitates the given reaction. (1) Reactant: [F:1][C:2]1[CH:15]=[CH:14][CH:13]=[C:12]([F:16])[C:3]=1[C:4]([NH:6][C:7]1[CH:11]=[CH:10][NH:9][N:8]=1)=[O:5].C[Si]([N-][Si](C)(C)C)(C)C.[Li+].[C:27]1([CH2:33][O:34][C:35]2[CH:40]=[CH:39][C:38]([CH2:41]Br)=[C:37]([CH3:43])[CH:36]=2)[CH:32]=[CH:31][CH:30]=[CH:29][CH:28]=1. Product: [F:1][C:2]1[CH:15]=[CH:14][CH:13]=[C:12]([F:16])[C:3]=1[C:4]([NH:6][C:7]1[CH:11]=[CH:10][N:9]([CH2:41][C:38]2[CH:39]=[CH:40][C:35]([O:34][CH2:33][C:27]3[CH:32]=[CH:31][CH:30]=[CH:29][CH:28]=3)=[CH:36][C:37]=2[CH3:43])[N:8]=1)=[O:5]. The catalyst class is: 1. (2) Reactant: [C:1]1([CH3:10])[CH:6]=[CH:5][CH:4]=[C:3]([CH2:7][CH2:8][NH2:9])[CH:2]=1.[F:11][C:12]1[CH:19]=[CH:18][C:15]([CH:16]=O)=[CH:14][CH:13]=1. Product: [F:11][C:12]1[CH:19]=[CH:18][C:15]([CH:16]2[C:4]3[C:3](=[CH:2][C:1]([CH3:10])=[CH:6][CH:5]=3)[CH2:7][CH2:8][NH:9]2)=[CH:14][CH:13]=1. The catalyst class is: 14. (3) Reactant: [CH3:1][C:2]1[C@@H:19]([O:20][C:21]([C@H:23]([OH:40])[C@@H:24]([NH:31][C:32]([C:34]2[CH:39]=[CH:38][CH:37]=[CH:36][CH:35]=2)=[O:33])[C:25]2[CH:30]=[CH:29][CH:28]=[CH:27][CH:26]=2)=[O:22])[CH2:18][C@:14]2([OH:41])[C:15]([CH3:17])([CH3:16])[C:3]=1[C@@H:4]([O:59][C:60]([CH3:62])=[O:61])[C:5]([C@@:7]1([CH3:58])[C@H:12]([C@@H:13]2[O:42][C:43]([C:45]2[CH:50]=[CH:49][CH:48]=[CH:47][CH:46]=2)=[O:44])[C@:11]2([O:53][C:54]([CH3:56])=[O:55])[CH2:51][O:52][C@@H:10]2[CH2:9][C@H:8]1[OH:57])=[O:6]. Product: [CH3:1][C:2]1[C@@H:19]([O:20][C:21]([C@H:23]([OH:40])[C@@H:24]([NH:31][C:32]([C:34]2[CH:35]=[CH:36][CH:37]=[CH:38][CH:39]=2)=[O:33])[C:25]2[CH:30]=[CH:29][CH:28]=[CH:27][CH:26]=2)=[O:22])[CH2:18][C@:14]2([OH:41])[C:15]([CH3:16])([CH3:17])[C:3]=1[C@@H:4]([O:59][C:60]([CH3:62])=[O:61])[C:5]([C@@:7]1([CH3:58])[C@H:12]([C@@H:13]2[O:42][C:43]([C:45]2[CH:46]=[CH:47][CH:48]=[CH:49][CH:50]=2)=[O:44])[C@:11]2([O:53][C:54]([CH3:56])=[O:55])[CH2:51][O:52][C@@H:10]2[CH2:9][C@@H:8]1[OH:57])=[O:6].[CH3:1][C:2]1[C@@H:19]([O:20][C:21]([C@H:23]([OH:40])[C@@H:24]([NH:31][C:32]([C:34]2[CH:39]=[CH:38][CH:37]=[CH:36][CH:35]=2)=[O:33])[C:25]2[CH:26]=[CH:27][CH:28]=[CH:29][CH:30]=2)=[O:22])[CH2:18][C@:14]2([OH:41])[C:15]([CH3:16])([CH3:17])[C:3]=1[C@@H:4]([O:59][C:60]([CH3:62])=[O:61])[C:5]([C@@:7]1([CH3:58])[C@H:12]([C@@H:13]2[O:42][C:43]([C:45]2[CH:50]=[CH:49][CH:48]=[CH:47][CH:46]=2)=[O:44])[C@:11]2([O:53][C:54]([CH3:56])=[O:55])[CH2:51][O:52][C@@H:10]2[CH2:9][C@H:8]1[OH:57])=[O:6]. The catalyst class is: 16. (4) Reactant: C([O:8][N:9]1[C:15](=[O:16])[N:14]2[CH2:17][C@@H:10]1[CH2:11][CH2:12][C@@H:13]2[C:18]([NH:20][NH:21][C:22](=[O:26])[CH:23]([CH3:25])[CH3:24])=[O:19])C1C=CC=CC=1.[H][H]. Product: [OH:8][N:9]1[C:15](=[O:16])[N:14]2[CH2:17][C@@H:10]1[CH2:11][CH2:12][C@@H:13]2[C:18]([NH:20][NH:21][C:22](=[O:26])[CH:23]([CH3:24])[CH3:25])=[O:19]. The catalyst class is: 19. (5) Reactant: [CH3:1][O:2][C:3]1[CH:4]=[C:5]([CH:47]=[CH:48][C:49]=1[O:50][CH3:51])[CH2:6][NH:7][C:8](=[O:46])[C:9]1[CH:14]=[CH:13][C:12]([CH2:15][NH:16][C:17](=[O:45])[CH2:18][C:19]2[CH:24]=[CH:23][CH:22]=[C:21]([CH2:25][CH:26]([NH:28][CH2:29][C@@H:30]([C:32]3[CH:33]=[N:34][C:35]([N:38]4C(C)=CC=C4C)=[CH:36][CH:37]=3)[OH:31])[CH3:27])[CH:20]=2)=[CH:11][CH:10]=1.Cl.NO. Product: [NH3:7].[NH2:38][C:35]1[N:34]=[CH:33][C:32]([C@@H:30]([OH:31])[CH2:29][NH:28][CH:26]([CH3:27])[CH2:25][C:21]2[CH:20]=[C:19]([CH2:18][C:17]([NH:16][CH2:15][C:12]3[CH:13]=[CH:14][C:9]([C:8]([NH:7][CH2:6][C:5]4[CH:47]=[CH:48][C:49]([O:50][CH3:51])=[C:3]([O:2][CH3:1])[CH:4]=4)=[O:46])=[CH:10][CH:11]=3)=[O:45])[CH:24]=[CH:23][CH:22]=2)=[CH:37][CH:36]=1. The catalyst class is: 8.